This data is from Forward reaction prediction with 1.9M reactions from USPTO patents (1976-2016). The task is: Predict the product of the given reaction. (1) Given the reactants [F:1][C:2]1[CH:3]=[C:4]2[C:8](=[C:9]([CH2:11][S:12][CH3:13])[CH:10]=1)[NH:7][CH:6]=[C:5]2[CH:14]([C:22]1[CH:27]=[CH:26][C:25]([F:28])=[CH:24][C:23]=1[CH3:29])[C:15]1[CH:20]=[CH:19][C:18]([F:21])=[CH:17][CH:16]=1.ClC1C=CC(C(C2C=CC(Cl)=CC=2)C2C3C(=C(CS(C)=[O:49])C=CC=3)NC=2)=CC=1, predict the reaction product. The product is: [F:1][C:2]1[CH:3]=[C:4]2[C:8](=[C:9]([CH2:11][S:12]([CH3:13])=[O:49])[CH:10]=1)[NH:7][CH:6]=[C:5]2[CH:14]([C:22]1[CH:27]=[CH:26][C:25]([F:28])=[CH:24][C:23]=1[CH3:29])[C:15]1[CH:16]=[CH:17][C:18]([F:21])=[CH:19][CH:20]=1. (2) The product is: [Cl:22][CH:7]([CH:1]1[CH2:6][CH2:5][CH2:4][CH2:3][CH2:2]1)[C:9]1[O:10][C:11]2[CH:18]=[C:17]([F:19])[CH:16]=[CH:15][C:12]=2[C:13]=1[CH3:14]. Given the reactants [CH:1]1([CH:7]([C:9]2[O:10][C:11]3[CH:18]=[C:17]([F:19])[CH:16]=[CH:15][C:12]=3[C:13]=2[CH3:14])O)[CH2:6][CH2:5][CH2:4][CH2:3][CH2:2]1.S(Cl)([Cl:22])=O.C(=O)([O-])O.[Na+], predict the reaction product.